The task is: Predict the reaction yield, written as a fraction of the theoretical maximum amount of product (1.0 means a 100% yield; for example, 0.34 means a 34% yield).. This data is from Reaction yield outcomes from USPTO patents with 853,638 reactions. (1) The reactants are C(OC(=O)[NH:7][CH2:8][CH2:9][O:10][CH2:11][C:12]1[CH:17]=[CH:16][CH:15]=[CH:14][CH:13]=1)(C)(C)C.FC(F)(F)C(O)=O. The catalyst is C(Cl)Cl. The product is [CH2:11]([O:10][CH2:9][CH2:8][NH2:7])[C:12]1[CH:17]=[CH:16][CH:15]=[CH:14][CH:13]=1. The yield is 0.850. (2) The reactants are [Cl-].O[NH3+:3].[C:4](=[O:7])([O-])[OH:5].[Na+].CS(C)=O.[CH2:13]([C:17]1[N:22]2[N:23]=[CH:24][CH:25]=[C:21]2[N:20]([C@H:26]2[CH2:31][CH2:30][C@H:29]([O:32][CH2:33][C:34]([OH:37])([CH3:36])[CH3:35])[CH2:28][CH2:27]2)[C:19](=[O:38])[C:18]=1[CH2:39][C:40]1[CH:45]=[CH:44][C:43]([C:46]2[C:47]([C:52]#[N:53])=[CH:48][CH:49]=[CH:50][CH:51]=2)=[CH:42][CH:41]=1)[CH2:14][CH2:15][CH3:16]. The catalyst is C(OCC)(=O)C. The product is [CH2:13]([C:17]1[N:22]2[N:23]=[CH:24][CH:25]=[C:21]2[N:20]([C@H:26]2[CH2:31][CH2:30][C@H:29]([O:32][CH2:33][C:34]([OH:37])([CH3:35])[CH3:36])[CH2:28][CH2:27]2)[C:19](=[O:38])[C:18]=1[CH2:39][C:40]1[CH:45]=[CH:44][C:43]([C:46]2[CH:51]=[CH:50][CH:49]=[CH:48][C:47]=2[C:52]2[NH:3][C:4](=[O:7])[O:5][N:53]=2)=[CH:42][CH:41]=1)[CH2:14][CH2:15][CH3:16]. The yield is 0.750.